Dataset: Full USPTO retrosynthesis dataset with 1.9M reactions from patents (1976-2016). Task: Predict the reactants needed to synthesize the given product. (1) Given the product [CH2:7]([O:9][C:10]([C:12]1([CH2:25][CH2:26][CH2:27][N:1]2[CH2:6][CH2:5][CH2:4][CH2:3][CH2:2]2)[CH2:17][CH2:16][N:15]([C:18]([O:20][C:21]([CH3:24])([CH3:23])[CH3:22])=[O:19])[CH2:14][CH2:13]1)=[O:11])[CH3:8], predict the reactants needed to synthesize it. The reactants are: [NH:1]1[CH2:6][CH2:5][CH2:4][CH2:3][CH2:2]1.[CH2:7]([O:9][C:10]([C:12]1([CH2:25][CH2:26][CH2:27]Br)[CH2:17][CH2:16][N:15]([C:18]([O:20][C:21]([CH3:24])([CH3:23])[CH3:22])=[O:19])[CH2:14][CH2:13]1)=[O:11])[CH3:8].O. (2) The reactants are: Br[C:2]1[CH:7]=[C:6]([C:8]2[N:12]([CH3:13])[C:11]3[CH:14]=[CH:15][CH:16]=[CH:17][C:10]=3[N:9]=2)[C:5]([F:18])=[CH:4][N:3]=1.[NH:19]1[CH2:24][CH2:23][CH:22]([NH:25][C:26](=[O:32])[O:27][C:28]([CH3:31])([CH3:30])[CH3:29])[CH2:21][CH2:20]1.C1C=CC(P(C2C(C3C(P(C4C=CC=CC=4)C4C=CC=CC=4)=CC=C4C=3C=CC=C4)=C3C(C=CC=C3)=CC=2)C2C=CC=CC=2)=CC=1.[O-]P([O-])([O-])=O.[K+].[K+].[K+]. Given the product [F:18][C:5]1[C:6]([C:8]2[N:12]([CH3:13])[C:11]3[CH:14]=[CH:15][CH:16]=[CH:17][C:10]=3[N:9]=2)=[CH:7][C:2]([N:19]2[CH2:20][CH2:21][CH:22]([NH:25][C:26](=[O:32])[O:27][C:28]([CH3:30])([CH3:29])[CH3:31])[CH2:23][CH2:24]2)=[N:3][CH:4]=1, predict the reactants needed to synthesize it. (3) Given the product [Br:1][C:2]1[CH:10]=[C:9]([N+:11]([O-:13])=[O:12])[C:8]([O:14][CH3:17])=[C:7]2[C:3]=1[CH2:4][CH2:5][C:6]2=[O:15], predict the reactants needed to synthesize it. The reactants are: [Br:1][C:2]1[CH:10]=[C:9]([N+:11]([O-:13])=[O:12])[C:8]([OH:14])=[C:7]2[C:3]=1[CH2:4][CH2:5][C:6]2=[O:15].N12CCCN=C1CCCC[CH2:17]2.IC.C(=O)([O-])O.[Na+]. (4) Given the product [Cl:1][C:2]1[CH:7]=[CH:6][C:5]([NH:8][CH2:19][CH2:18][C:15]2[CH:14]=[CH:13][C:12]([C:11]([F:10])([F:22])[F:23])=[CH:17][CH:16]=2)=[CH:4][C:3]=1[CH3:9], predict the reactants needed to synthesize it. The reactants are: [Cl:1][C:2]1[CH:7]=[CH:6][C:5]([NH2:8])=[CH:4][C:3]=1[CH3:9].[F:10][C:11]([F:23])([F:22])[C:12]1[CH:17]=[CH:16][C:15]([CH2:18][C:19](O)=O)=[CH:14][CH:13]=1.